From a dataset of Peptide-MHC class I binding affinity with 185,985 pairs from IEDB/IMGT. Regression. Given a peptide amino acid sequence and an MHC pseudo amino acid sequence, predict their binding affinity value. This is MHC class I binding data. The peptide sequence is PAARNGDAL. The MHC is H-2-Db with pseudo-sequence H-2-Db. The binding affinity (normalized) is 0.198.